From a dataset of Reaction yield outcomes from USPTO patents with 853,638 reactions. Predict the reaction yield, written as a fraction of the theoretical maximum amount of product (1.0 means a 100% yield; for example, 0.34 means a 34% yield). (1) The reactants are [NH2:1][C:2]1[C:3]2[N:4]([C:8]([C@@H:12]3[CH2:16][CH2:15][CH2:14][N:13]3[C:17]([O:19][CH2:20][C:21]3[CH:26]=[CH:25][CH:24]=[CH:23][CH:22]=3)=[O:18])=[N:9][C:10]=2Br)[CH:5]=[CH:6][N:7]=1.[N:27]1[CH:32]=[CH:31][CH:30]=[CH:29][C:28]=1[NH:33][C:34]([C:36]1[CH:41]=[CH:40][C:39](B(O)O)=[CH:38][CH:37]=1)=[O:35].C(=O)([O-])[O-].[K+].[K+].O. The catalyst is O1CCOCC1.[Pd](Cl)Cl.C1(P(C2C=CC=CC=2)[C-]2C=CC=C2)C=CC=CC=1.[C-]1(P(C2C=CC=CC=2)C2C=CC=CC=2)C=CC=C1.[Fe+2]. The product is [NH2:1][C:2]1[C:3]2[N:4]([C:8]([C@@H:12]3[CH2:16][CH2:15][CH2:14][N:13]3[C:17]([O:19][CH2:20][C:21]3[CH:26]=[CH:25][CH:24]=[CH:23][CH:22]=3)=[O:18])=[N:9][C:10]=2[C:39]2[CH:38]=[CH:37][C:36]([C:34](=[O:35])[NH:33][C:28]3[CH:29]=[CH:30][CH:31]=[CH:32][N:27]=3)=[CH:41][CH:40]=2)[CH:5]=[CH:6][N:7]=1. The yield is 0.770. (2) The reactants are C(OC([N:8]1[C@@H:12]([CH2:13][N:14]2[C:18]([C:19](OCC)=[O:20])=[CH:17][C:16]([CH2:24][O:25][C:26]3[CH:31]=[CH:30][CH:29]=[CH:28][CH:27]=3)=[N:15]2)[CH2:11][O:10]C1(C)C)=O)(C)(C)C.C([O-])([O-])=O.[K+].[K+]. The product is [OH:10][CH2:11][C@@H:12]1[CH2:13][N:14]2[N:15]=[C:16]([CH2:24][O:25][C:26]3[CH:31]=[CH:30][CH:29]=[CH:28][CH:27]=3)[CH:17]=[C:18]2[C:19](=[O:20])[NH:8]1. The yield is 0.610. The catalyst is Cl.O1CCOCC1.C(Cl)Cl. (3) The reactants are [CH3:1][O:2][C:3]1[CH:68]=[CH:67][C:6]([C:7]([NH:20][C:21]2[N:29]=[CH:28][N:27]=[C:26]3[C:22]=2[N:23]=[CH:24][N:25]3[C@H:30]2[O:43][C@@H:42]([CH2:44][O:45][C:46]([C:61]3[CH:66]=[CH:65][CH:64]=[CH:63][CH:62]=3)([C:55]3[CH:60]=[CH:59][CH:58]=[CH:57][CH:56]=3)[C:47]3[CH:52]=[CH:51][C:50]([O:53][CH3:54])=[CH:49][CH:48]=3)[C@H:32]([O:33]C(=O)C3C=CC=CC=3)[CH2:31]2)([C:14]2[CH:19]=[CH:18][CH:17]=[CH:16][CH:15]=2)[C:8]2[CH:13]=[CH:12][CH:11]=[CH:10][CH:9]=2)=[CH:5][CH:4]=1. The catalyst is N. The product is [CH3:1][O:2][C:3]1[CH:4]=[CH:5][C:6]([C:7]([NH:20][C:21]2[N:29]=[CH:28][N:27]=[C:26]3[C:22]=2[N:23]=[CH:24][N:25]3[C@H:30]2[O:43][C@@H:42]([CH2:44][O:45][C:46]([C:61]3[CH:62]=[CH:63][CH:64]=[CH:65][CH:66]=3)([C:55]3[CH:56]=[CH:57][CH:58]=[CH:59][CH:60]=3)[C:47]3[CH:48]=[CH:49][C:50]([O:53][CH3:54])=[CH:51][CH:52]=3)[C@H:32]([OH:33])[CH2:31]2)([C:8]2[CH:9]=[CH:10][CH:11]=[CH:12][CH:13]=2)[C:14]2[CH:15]=[CH:16][CH:17]=[CH:18][CH:19]=2)=[CH:67][CH:68]=1. The yield is 0.760.